This data is from Forward reaction prediction with 1.9M reactions from USPTO patents (1976-2016). The task is: Predict the product of the given reaction. (1) Given the reactants [Cl:1][C:2]1[CH:22]=[C:21]([S:23]([CH3:26])(=[O:25])=[O:24])[CH:20]=[CH:19][C:3]=1[O:4][C:5]1[CH:6]=[C:7]([CH2:15][C:16](O)=[O:17])[CH:8]=[C:9]([C:11]([F:14])([F:13])[F:12])[CH:10]=1.[CH2:27]([S:30]([NH2:33])(=[O:32])=[O:31])[CH2:28][CH3:29], predict the reaction product. The product is: [Cl:1][C:2]1[CH:22]=[C:21]([S:23]([CH3:26])(=[O:25])=[O:24])[CH:20]=[CH:19][C:3]=1[O:4][C:5]1[CH:6]=[C:7]([CH2:15][C:16]([NH:33][S:30]([CH2:27][CH2:28][CH3:29])(=[O:32])=[O:31])=[O:17])[CH:8]=[C:9]([C:11]([F:14])([F:12])[F:13])[CH:10]=1. (2) The product is: [C:28]1([C:27]([C:34]2[CH:35]=[CH:36][CH:37]=[CH:38][CH:39]=2)([C:40]2[CH:41]=[CH:42][CH:43]=[CH:44][CH:45]=2)[OH:61])[CH:29]=[CH:30][CH:31]=[CH:32][CH:33]=1. Given the reactants CCCC1N(CC2C=CC(C3C(C4N([C:27]([C:40]5[CH:45]=[CH:44][CH:43]=[CH:42][CH:41]=5)([C:34]5[CH:39]=[CH:38][CH:37]=[CH:36][CH:35]=5)[C:28]5[CH:33]=[CH:32][CH:31]=[CH:30][CH:29]=5)N=NN=4)=CC=CC=3)=CC=2)C(C(OCC2OC(=O)OC=2C)=O)=C(C(O)(C)C)N=1.[OH2:61], predict the reaction product.